From a dataset of Full USPTO retrosynthesis dataset with 1.9M reactions from patents (1976-2016). Predict the reactants needed to synthesize the given product. The reactants are: [CH:1]1([CH2:7][C:8]2[N:12]([S:13](=[O:18])(=[O:17])[N:14]([CH3:16])[CH3:15])[C:11]([Si](C(C)(C)C)(C)C)=[N:10][CH:9]=2)CC[CH2:4][CH2:3][CH2:2]1.[F-].C([N+](CCCC)(CCCC)CCCC)CCC.C1(CC2N([S:56](=O)(=O)N(C)C)C=NC=2)CCCCC1. Given the product [CH3:15][N:14]([CH3:16])[S:13]([N:12]1[C:8]([CH2:7][C:1]2[S:56][CH:4]=[CH:3][CH:2]=2)=[CH:9][N:10]=[CH:11]1)(=[O:18])=[O:17], predict the reactants needed to synthesize it.